Task: Binary Classification. Given a miRNA mature sequence and a target amino acid sequence, predict their likelihood of interaction.. Dataset: Experimentally validated miRNA-target interactions with 360,000+ pairs, plus equal number of negative samples (1) The miRNA is hsa-miR-585-5p with sequence CUAGCACACAGAUACGCCCAGA. The protein sequence of the target gene is MATASPRSDTSNNHSGRLQLQVTVSSAKLKRKKNWFGTAIYTEVVVDGEITKTAKSSSSSNPKWDEQLTVNVTPQTTLEFQVWSHRTLKADALLGKATIDLKQALLIHNRKLERVKEQLKLSLENKNGIAQTGELTVVLDGLVIEQENITNCSSSPTIEIQENGDALHENGEPSARTTARLAVEGTNGIDNHVPTSTLVQNSCCSYVVNGDNTPSSPSQVAARPKNTPAPKPLASEPADDTVNGESSSFAPTDNASVTGTPVVSEENALSPNCTSTTVEDPPVQEILTSSENNECIPSTS.... Result: 0 (no interaction). (2) The miRNA is hsa-miR-431-5p with sequence UGUCUUGCAGGCCGUCAUGCA. The protein sequence of the target gene is MAAPEAPPLDRVFRTTWLSTECDSHPLPPSYRKFLFETQAADLAGGTTVAAGNLLNESEKDCGQDRRAPGVQPCRLVTMTSVVKTVYSLQPPSALSGGQPADTQTRATSKSLLPVRSKEVDVSKQLHSGGPENDVTKITKLRRENGQMKATDTATRRNVRKGYKPLSKQKSEEELKDKNQLLEAVNKQLHQKLTETQGELKDLTQKVELLEKFRDNCLAILESKGLDPALGSETLASRQESTTDHMDSMLLLETLQEELKLFNETAKKQMEELQALKVKLEMKEERVRFLEQQTLCNNQV.... Result: 0 (no interaction).